The task is: Predict the reaction yield, written as a fraction of the theoretical maximum amount of product (1.0 means a 100% yield; for example, 0.34 means a 34% yield).. This data is from Reaction yield outcomes from USPTO patents with 853,638 reactions. The reactants are [CH2:1]([N:5]1[C:14](=[O:15])[C:13]2[NH:12][CH:11]=[N:10][C:9]=2[N:8]([CH2:16][CH2:17][CH2:18][CH3:19])[C:6]1=[O:7])[CH2:2][CH2:3][CH3:4].C([O-])([O-])=O.[K+].[K+].[CH2:26](Br)[CH:27]=[CH2:28]. The catalyst is CN(C=O)C. The product is [CH2:1]([N:5]1[C:14](=[O:15])[C:13]2[N:12]([CH2:28][CH:27]=[CH2:26])[CH:11]=[N:10][C:9]=2[N:8]([CH2:16][CH2:17][CH2:18][CH3:19])[C:6]1=[O:7])[CH2:2][CH2:3][CH3:4]. The yield is 1.06.